This data is from Catalyst prediction with 721,799 reactions and 888 catalyst types from USPTO. The task is: Predict which catalyst facilitates the given reaction. (1) Reactant: [S:1]1[CH:5]=[CH:4][CH:3]=[C:2]1[CH2:6][N:7]([CH2:41][C:42]1[S:43][CH:44]=[CH:45][CH:46]=1)[C:8](=[O:40])[C@@H:9]([NH:32][C:33]([O:35][C:36]([CH3:39])([CH3:38])[CH3:37])=[O:34])[CH2:10][CH2:11][CH2:12][CH2:13][NH:14]C(=O)OCC1C2C=CC=CC=2C2C1=CC=CC=2.N1CCCCC1. Product: [C:36]([O:35][C:33](=[O:34])[NH:32][C@@H:9]([CH2:10][CH2:11][CH2:12][CH2:13][NH2:14])[C:8]([N:7]([CH2:6][C:2]1[S:1][CH:5]=[CH:4][CH:3]=1)[CH2:41][C:42]1[S:43][CH:44]=[CH:45][CH:46]=1)=[O:40])([CH3:39])([CH3:37])[CH3:38]. The catalyst class is: 35. (2) Reactant: [NH2:1][CH2:2][C:3]([CH:5]1[C@@H:10]2[CH2:11][CH2:12][C@H:6]1[CH2:7][CH:8]([C@H:13]([NH:24][S@:25]([C:27]([CH3:30])([CH3:29])[CH3:28])=[O:26])[CH2:14][C:15]1[CH:20]=[C:19]([F:21])[C:18]([F:22])=[CH:17][C:16]=1[F:23])[CH2:9]2)=[O:4].C(O)(=O)C.[CH3:35][C:36]([CH3:38])=O.C([BH3-])#N.[Na+]. Product: [NH3:1].[CH:36]([NH:1][CH2:2][C:3]([CH:5]1[C@@H:6]2[CH2:12][CH2:11][C@H:10]1[CH2:9][CH:8]([C@H:13]([NH:24][S@:25]([C:27]([CH3:30])([CH3:29])[CH3:28])=[O:26])[CH2:14][C:15]1[CH:20]=[C:19]([F:21])[C:18]([F:22])=[CH:17][C:16]=1[F:23])[CH2:7]2)=[O:4])([CH3:38])[CH3:35]. The catalyst class is: 5. (3) Reactant: [CH2:1]([O:3][C:4]([C:6]1[NH:7][C:8]2[C:13]([CH:14]=1)=[CH:12][C:11]([CH2:15][CH2:16][C:17]([O:19]C(C)(C)C)=[O:18])=[CH:10][CH:9]=2)=[O:5])[CH3:2].FC(F)(F)C(O)=O. Product: [CH2:1]([O:3][C:4]([C:6]1[NH:7][C:8]2[C:13]([CH:14]=1)=[CH:12][C:11]([CH2:15][CH2:16][C:17]([OH:19])=[O:18])=[CH:10][CH:9]=2)=[O:5])[CH3:2]. The catalyst class is: 4. (4) Reactant: [CH3:1][C:2]1[CH:11]=[CH:10][C:9]2[C:4](=[CH:5][CH:6]=[CH:7][C:8]=2[O:12][CH2:13][CH2:14][N:15]2[CH2:20][CH2:19][NH:18][CH2:17][CH2:16]2)[N:3]=1.[C:21]([NH:24][C:25]1[CH:26]=[C:27]([CH:30]=[CH:31][CH:32]=1)[CH:28]=O)(=[O:23])[CH3:22].C(O[BH-](OC(=O)C)OC(=O)C)(=O)C.[Na+].C([O-])(O)=O.[Na+]. Product: [CH3:1][C:2]1[CH:11]=[CH:10][C:9]2[C:4](=[CH:5][CH:6]=[CH:7][C:8]=2[O:12][CH2:13][CH2:14][N:15]2[CH2:20][CH2:19][N:18]([CH2:28][C:27]3[CH:26]=[C:25]([NH:24][C:21](=[O:23])[CH3:22])[CH:32]=[CH:31][CH:30]=3)[CH2:17][CH2:16]2)[N:3]=1. The catalyst class is: 26. (5) Reactant: [CH2:1]([O:8][C:9]([NH:11][C@H:12]([C:34]([OH:36])=O)[CH2:13][O:14][CH2:15][CH2:16][N:17](C(OC(C)(C)C)=O)[CH2:18][C:19]1[CH:24]=[CH:23][C:22]([O:25][CH3:26])=[CH:21][CH:20]=1)=[O:10])[C:2]1[CH:7]=[CH:6][CH:5]=[CH:4][CH:3]=1.CN(C)CCCN=C=NCC.ON1C2C=CC=CC=2N=N1.C(N(CC)CC)C. Product: [CH3:26][O:25][C:22]1[CH:21]=[CH:20][C:19]([CH2:18][N:17]2[C:34](=[O:36])[C@@H:12]([NH:11][C:9](=[O:10])[O:8][CH2:1][C:2]3[CH:3]=[CH:4][CH:5]=[CH:6][CH:7]=3)[CH2:13][O:14][CH2:15][CH2:16]2)=[CH:24][CH:23]=1. The catalyst class is: 4.